From a dataset of Full USPTO retrosynthesis dataset with 1.9M reactions from patents (1976-2016). Predict the reactants needed to synthesize the given product. (1) Given the product [Cl:24][C:25]1[CH:30]=[C:29]([C:2]2[N:7]=[C:6]3[S:8][C:9]([NH:11][C:12](=[O:23])[C:13]4[CH:18]=[CH:17][C:16]([C:19]([OH:22])([CH3:21])[CH3:20])=[CH:15][CH:14]=4)=[N:10][C:5]3=[CH:4][CH:3]=2)[CH:28]=[CH:27][N:26]=1, predict the reactants needed to synthesize it. The reactants are: Br[C:2]1[N:7]=[C:6]2[S:8][C:9]([NH:11][C:12](=[O:23])[C:13]3[CH:18]=[CH:17][C:16]([C:19]([OH:22])([CH3:21])[CH3:20])=[CH:15][CH:14]=3)=[N:10][C:5]2=[CH:4][CH:3]=1.[Cl:24][C:25]1[CH:30]=[C:29](B2OC(C)(C)C(C)(C)O2)[CH:28]=[CH:27][N:26]=1. (2) Given the product [C:57]1(=[O:58])[C:59]2[C:60](=[CH:61][CH:62]=[CH:63][CH:64]=2)[CH2:55][NH:56]1.[CH3:47][C:48]1[C:49]([NH:69][C:70]2[C:75]3[C:76]([Cl:83])=[C:77]([Cl:82])[C:78]([Cl:81])=[C:79]([Cl:80])[C:74]=3[C:72](=[O:73])[N:71]=2)=[CH:50][CH:51]=[CH:52][C:53]=1[NH:54][C:55]1[C:60]2[C:61]([Cl:68])=[C:62]([Cl:67])[C:63]([Cl:66])=[C:64]([Cl:65])[C:59]=2[C:57](=[O:58])[N:56]=1, predict the reactants needed to synthesize it. The reactants are: C=CC1C=CC=CC=1.C(O)(=O)C(C)=C.CO.[OH-].[K+].C(OOC(=O)CCCCCCCCCCC)(=O)CCCCCCCCCCC.[CH3:47][C:48]1[C:53]([NH:54][C:55]2[C:60]3[C:61]([Cl:68])=[C:62]([Cl:67])[C:63]([Cl:66])=[C:64]([Cl:65])[C:59]=3[C:57](=[O:58])[N:56]=2)=[CH:52][CH:51]=[CH:50][C:49]=1[NH:69][C:70]1[C:75]2[C:76]([Cl:83])=[C:77]([Cl:82])[C:78]([Cl:81])=[C:79]([Cl:80])[C:74]=2[C:72](=[O:73])[N:71]=1. (3) Given the product [CH:1]1([N:7]2[C:11]3[CH:12]=[CH:13][C:14]([C:16]([O:18][CH2:19][CH3:20])=[O:17])=[CH:15][C:10]=3[N:9]=[C:8]2[C:21]2[CH:22]=[CH:23][C:24]([O:27][C:28]3[CH:33]=[CH:32][CH:31]=[C:30]([O:34][CH2:39][C:40]4[CH:45]=[CH:44][N:43]=[CH:42][CH:41]=4)[CH:29]=3)=[CH:25][CH:26]=2)[CH2:2][CH2:3][CH2:4][CH2:5][CH2:6]1, predict the reactants needed to synthesize it. The reactants are: [CH:1]1([N:7]2[C:11]3[CH:12]=[CH:13][C:14]([C:16]([O:18][CH2:19][CH3:20])=[O:17])=[CH:15][C:10]=3[N:9]=[C:8]2[C:21]2[CH:26]=[CH:25][C:24]([O:27][C:28]3[CH:33]=[CH:32][CH:31]=[C:30]([OH:34])[CH:29]=3)=[CH:23][CH:22]=2)[CH2:6][CH2:5][CH2:4][CH2:3][CH2:2]1.[H-].[Na+].Cl.Cl[CH2:39][C:40]1[CH:45]=[CH:44][N:43]=[CH:42][CH:41]=1.O. (4) Given the product [OH:26][C@@H:25]([CH2:27][N:31]([CH:32]([CH3:34])[CH3:33])[CH:28]([CH3:30])[CH3:29])[CH2:24][O:23][C:17]1[CH:16]=[C:15]2[C:20]([C:11]([O:10][C:6]3[CH:5]=[C:4]4[C:9](=[CH:8][CH:7]=3)[NH:1][CH:2]=[CH:3]4)=[N:12][CH:13]=[N:14]2)=[CH:19][C:18]=1[O:21][CH3:22], predict the reactants needed to synthesize it. The reactants are: [NH:1]1[C:9]2[C:4](=[CH:5][C:6]([O:10][C:11]3[C:20]4[C:15](=[CH:16][C:17]([O:23][CH2:24][C@@H:25]5[CH2:27][O:26]5)=[C:18]([O:21][CH3:22])[CH:19]=4)[N:14]=[CH:13][N:12]=3)=[CH:7][CH:8]=2)[CH:3]=[CH:2]1.[CH:28]([NH:31][CH:32]([CH3:34])[CH3:33])([CH3:30])[CH3:29]. (5) Given the product [CH:1]([C@H:4]1[CH2:9][CH2:8][C@H:7]([NH:10][C:12]2[C:21]3[C:16](=[CH:17][CH:18]=[CH:19][CH:20]=3)[C:15]([CH2:2][CH2:1][C:4]3[CH:9]=[N:31][C:7]([CH3:8])=[CH:6][CH:5]=3)=[CH:14][N:13]=2)[CH2:6][CH2:5]1)([CH3:3])[CH3:2], predict the reactants needed to synthesize it. The reactants are: [CH:1]([C@H:4]1[CH2:9][CH2:8][C@H:7]([NH2:10])[CH2:6][CH2:5]1)([CH3:3])[CH3:2].Cl[C:12]1[C:21]2[C:16](=[CH:17][CH:18]=[CH:19][CH:20]=2)[CH:15]=[C:14](CCC2C=NC(C)=CC=2)[N:13]=1.[NH3:31].O. (6) Given the product [Br:1][CH:2]([CH2:7][O:15][CH3:14])[C:3]([O:5][CH3:6])=[O:4], predict the reactants needed to synthesize it. The reactants are: [Br:1][CH:2]([CH2:7]Br)[C:3]([O:5][CH3:6])=[O:4].C[N+]([O-])(C)C.[CH3:14][O-:15].[Na+].[Na]. (7) Given the product [N:1]([C:4]1[CH:21]=[CH:20][C:7]([C:8]2[O:19][C@H:17]([CH3:18])[C@H:11]([C:12]([NH:14][CH2:15][CH3:16])=[O:13])[N:10]=2)=[C:6]([OH:22])[CH:5]=1)=[N+:2]=[N-:3], predict the reactants needed to synthesize it. The reactants are: [N:1]([C:4]1[CH:21]=[CH:20][C:7]([C:8]([NH:10][C@H:11]([C@@H:17]([OH:19])[CH3:18])[C:12]([NH:14][CH2:15][CH3:16])=[O:13])=O)=[C:6]([OH:22])[CH:5]=1)=[N+:2]=[N-:3].O=S(Cl)Cl. (8) The reactants are: C(O[C:9]1[N:14]2[C:15](I)=[CH:16][N:17]=[C:13]2[CH:12]=[C:11]([C:19]2[CH:24]=[CH:23][CH:22]=[CH:21][CH:20]=2)[CH:10]=1)C1C=CC=CC=1.C(N(CC)CC)C.[C:32]([C:34]1[CH:35]=[N:36][CH:37]=[CH:38][CH:39]=1)#[CH:33].CN([CH:43]=[O:44])C. Given the product [CH3:43][O:44][C:16]1[N:17]=[C:13]2[CH:12]=[C:11]([C:19]3[CH:20]=[CH:21][CH:22]=[CH:23][CH:24]=3)[CH:10]=[CH:9][N:14]2[C:15]=1[C:33]#[C:32][C:34]1[CH:35]=[N:36][CH:37]=[CH:38][CH:39]=1, predict the reactants needed to synthesize it.